Dataset: Full USPTO retrosynthesis dataset with 1.9M reactions from patents (1976-2016). Task: Predict the reactants needed to synthesize the given product. (1) The reactants are: [CH:1]12[CH2:7][CH:4]([CH2:5][CH2:6]1)[CH2:3][CH:2]2[CH2:8][C:9](O)=[O:10].[H-].[Al+3].[Li+].[H-].[H-].[H-]. Given the product [CH:1]12[CH2:7][CH:4]([CH2:5][CH2:6]1)[CH2:3][CH:2]2[CH2:8][CH2:9][OH:10], predict the reactants needed to synthesize it. (2) Given the product [S:26]1[CH:27]=[N:28][C:24]([C:20]2[CH:21]=[CH:22][CH:23]=[CH:18][C:19]=2[C:9]2[CH:10]=[CH:11][C:6]3[NH:5][C:4](=[O:15])[O:3][C:2]([CH3:16])([CH3:1])[C:7]=3[CH:8]=2)=[N:25]1, predict the reactants needed to synthesize it. The reactants are: [CH3:1][C:2]1([CH3:16])[C:7]2[CH:8]=[C:9](B(O)O)[CH:10]=[CH:11][C:6]=2[NH:5][C:4](=[O:15])[O:3]1.Br[C:18]1[CH:19]=[C:20]([C:24]2[N:28]=[CH:27][S:26][N:25]=2)[CH:21]=[CH:22][CH:23]=1. (3) Given the product [OH:27][C:4]1([C:7]([O:9][CH2:10][CH3:11])=[O:8])[CH2:3][CH2:2][N:1]([C:12]([O:14][C:15]([CH3:17])([CH3:16])[CH3:18])=[O:13])[CH2:6][CH2:5]1, predict the reactants needed to synthesize it. The reactants are: [N:1]1([C:12]([O:14][C:15]([CH3:18])([CH3:17])[CH3:16])=[O:13])[CH2:6][CH2:5][CH:4]([C:7]([O:9][CH2:10][CH3:11])=[O:8])[CH2:3][CH2:2]1.C([N-]C(C)C)(C)C.[Li+].[O:27]1CCCC1.FNS(C1C=CC=CC=1)(=O)=O.C(OCC)(=O)C. (4) Given the product [CH3:45][O:44][C:42](=[O:43])[C:41]1[CH:46]=[CH:47][C:48]([NH2:49])=[C:39]([NH:38][C:13](=[O:15])[CH2:12][CH2:11][CH2:10][CH2:9][NH:8][C:6]([O:5][C:1]([CH3:2])([CH3:3])[CH3:4])=[O:7])[CH:40]=1, predict the reactants needed to synthesize it. The reactants are: [C:1]([O:5][C:6]([NH:8][CH2:9][CH2:10][CH2:11][CH2:12][C:13]([OH:15])=O)=[O:7])([CH3:4])([CH3:3])[CH3:2].CCN=C=NCCCN(C)C.Cl.C1C=CC2N(O)N=NC=2C=1.[NH2:38][C:39]1[CH:40]=[C:41]([CH:46]=[CH:47][C:48]=1[NH2:49])[C:42]([O:44][CH3:45])=[O:43]. (5) Given the product [NH:48]1[C:44]([S:43][C:40]2[CH:41]=[CH:42][C:37]([C:2]3[N:7]4[CH:8]=[C:9]([CH2:11][CH2:12][C:13]5[CH:22]=[CH:21][C:20]6[C:19](=[CH:18][CH:17]=[CH:16][CH:15]=6)[N:14]=5)[N:10]=[C:6]4[C:5]([N:23]4[CH2:24][CH2:25][O:26][CH2:27][CH2:28]4)=[N:4][CH:3]=3)=[CH:38][CH:39]=2)=[CH:45][N:46]=[N:47]1, predict the reactants needed to synthesize it. The reactants are: Br[C:2]1[N:7]2[CH:8]=[C:9]([CH2:11][CH2:12][C:13]3[CH:22]=[CH:21][C:20]4[C:15](=[CH:16][CH:17]=[CH:18][CH:19]=4)[N:14]=3)[N:10]=[C:6]2[C:5]([N:23]2[CH2:28][CH2:27][O:26][CH2:25][CH2:24]2)=[N:4][CH:3]=1.CC1(C)C(C)(C)OB([C:37]2[CH:42]=[CH:41][C:40]([S:43][C:44]3[N:48](COCC[Si](C)(C)C)[N:47]=[N:46][CH:45]=3)=[CH:39][CH:38]=2)O1. (6) Given the product [CH2:1]([N:8]1[CH:16]=[C:15]2[C:10]([CH:11]=[C:12]([C:17]3[CH:18]=[C:19]([CH:27]4[O:32][CH2:31][CH2:30][N:29]([C:40]([N:37]5[CH2:38][CH2:39][N:34]([CH3:33])[CH2:35][CH2:36]5)=[O:41])[CH2:28]4)[N:20]4[C:25]=3[C:24]([NH2:26])=[N:23][CH:22]=[N:21]4)[CH:13]=[CH:14]2)=[N:9]1)[C:2]1[CH:7]=[CH:6][CH:5]=[CH:4][CH:3]=1, predict the reactants needed to synthesize it. The reactants are: [CH2:1]([N:8]1[CH:16]=[C:15]2[C:10]([CH:11]=[C:12]([C:17]3[CH:18]=[C:19]([CH:27]4[O:32][CH2:31][CH2:30][NH:29][CH2:28]4)[N:20]4[C:25]=3[C:24]([NH2:26])=[N:23][CH:22]=[N:21]4)[CH:13]=[CH:14]2)=[N:9]1)[C:2]1[CH:7]=[CH:6][CH:5]=[CH:4][CH:3]=1.[CH3:33][N:34]1[CH2:39][CH2:38][N:37]([C:40](Cl)=[O:41])[CH2:36][CH2:35]1.CN1CCOCC1. (7) Given the product [Cl:7][C:8]1[CH:18]=[CH:17][C:11]([O:12][CH2:13][CH2:14][OH:15])=[CH:10][CH:9]=1, predict the reactants needed to synthesize it. The reactants are: [H-].[Al+3].[Li+].[H-].[H-].[H-].[Cl:7][C:8]1[CH:18]=[CH:17][C:11]([O:12][CH2:13][C:14](O)=[O:15])=[CH:10][CH:9]=1.